Dataset: Full USPTO retrosynthesis dataset with 1.9M reactions from patents (1976-2016). Task: Predict the reactants needed to synthesize the given product. (1) Given the product [C:1]([C:3]1[C:4]([NH:34][CH2:35][CH2:36][O:37][CH3:38])=[CH:5][C:6]([NH:9][C:10]([N:12]2[C:21]3[C:16](=[CH:17][C:18]([CH2:24][N:25]4[CH2:30][CH2:29][N:28]([CH3:31])[CH:27]([OH:41])[C:26]4=[O:33])=[C:19]([CH:22]=[O:23])[N:20]=3)[CH2:15][CH2:14][CH2:13]2)=[O:11])=[N:7][CH:8]=1)#[N:2], predict the reactants needed to synthesize it. The reactants are: [C:1]([C:3]1[C:4]([NH:34][CH2:35][CH2:36][O:37][CH3:38])=[CH:5][C:6]([NH:9][C:10]([N:12]2[C:21]3[N:20]=[C:19]([CH:22]=[O:23])[C:18]([CH2:24][N:25]4[CH2:30][CH2:29][N+:28]([O-])([CH3:31])[CH2:27][C:26]4=[O:33])=[CH:17][C:16]=3[CH2:15][CH2:14][CH2:13]2)=[O:11])=[N:7][CH:8]=1)#[N:2].CS(C)=[O:41]. (2) Given the product [CH:14]1([CH2:13][N:7]2[CH2:6][CH2:5][C:4]3[C:9](=[CH:10][CH:11]=[CH:12][C:3]=3[NH:2][CH2:19][C:18]([OH:22])=[O:21])[CH2:8]2)[CH2:15][CH2:16]1, predict the reactants needed to synthesize it. The reactants are: [Br-].[NH2:2][C:3]1[CH:12]=[CH:11][CH:10]=[C:9]2[C:4]=1[CH:5]=[CH:6][N+:7]([CH2:13][CH:14]1[CH2:16][CH2:15]1)=[CH:8]2.O.[C:18]([OH:22])(=[O:21])[CH:19]=O.